This data is from Reaction yield outcomes from USPTO patents with 853,638 reactions. The task is: Predict the reaction yield, written as a fraction of the theoretical maximum amount of product (1.0 means a 100% yield; for example, 0.34 means a 34% yield). The product is [CH:1]([N:4]1[CH2:9][CH2:8][CH:7]([CH2:10][O:11][C:12]2[CH:13]=[C:14]3[C:15]([C@H:24]([C:26]4[CH:27]=[CH:28][C:29]([O:32][CH3:33])=[CH:30][CH:31]=4)[CH2:23][N:19]4[CH2:20][CH2:21][CH2:22][C@H:18]43)=[CH:16][CH:17]=2)[CH2:6][CH2:5]1)([CH3:3])[CH3:2]. The yield is 0.700. The catalyst is CO.C(Cl)Cl. The reactants are [CH:1]([N:4]1[CH2:9][CH2:8][CH:7]([CH2:10][O:11][C:12]2[CH:13]=[C:14]([CH:18]3[CH2:22][CH2:21][CH2:20][N:19]3[CH2:23][C:24]([C:26]3[CH:31]=[CH:30][C:29]([O:32][CH3:33])=[CH:28][CH:27]=3)=O)[CH:15]=[CH:16][CH:17]=2)[CH2:6][CH2:5]1)([CH3:3])[CH3:2].N.